Dataset: Reaction yield outcomes from USPTO patents with 853,638 reactions. Task: Predict the reaction yield, written as a fraction of the theoretical maximum amount of product (1.0 means a 100% yield; for example, 0.34 means a 34% yield). (1) The reactants are [CH3:1][O:2][C:3]1[CH:4]=[C:5]([NH2:10])[C:6]([NH2:9])=[CH:7][CH:8]=1.[CH3:11][O:12][C:13](=[O:22])[C:14]1[CH:19]=[CH:18][C:17]([CH:20]=O)=[CH:16][CH:15]=1.S(=O)(O)[O-].[Na+]. The catalyst is CO. The product is [CH3:11][O:12][C:13](=[O:22])[C:14]1[CH:19]=[CH:18][C:17]([C:20]2[NH:10][C:5]3[CH:4]=[C:3]([O:2][CH3:1])[CH:8]=[CH:7][C:6]=3[N:9]=2)=[CH:16][CH:15]=1. The yield is 0.660. (2) The catalyst is C1COCC1. The reactants are [CH3:1][O:2][C:3](=[O:20])[CH2:4][C:5]1[CH:10]=[CH:9][C:8]([B:11]2[O:15][C:14]([CH3:17])([CH3:16])[C:13]([CH3:19])([CH3:18])[O:12]2)=[CH:7][CH:6]=1.[Li+].[CH3:22]C([N-]C(C)C)C.CI. The yield is 0.700. The product is [CH3:17][C:14]1([CH3:16])[C:13]([CH3:19])([CH3:18])[O:12][B:11]([C:8]2[CH:7]=[CH:6][C:5]([CH:4]([CH3:22])[C:3]([O:2][CH3:1])=[O:20])=[CH:10][CH:9]=2)[O:15]1. (3) The catalyst is C(Cl)Cl. The yield is 0.870. The reactants are [F:1][C:2]1[CH:7]=[CH:6][C:5]([CH2:8][O:9][C:10]2[N:14]([C:15]3[CH:20]=[C:19]([C:21]#[N:22])[CH:18]=[CH:17][N:16]=3)[N:13]=[CH:12][C:11]=2[CH2:23][CH2:24][OH:25])=[CH:4][CH:3]=1.CCN(CC)CC.[CH3:33][S:34](Cl)(=[O:36])=[O:35].O. The product is [CH3:33][S:34]([O:25][CH2:24][CH2:23][C:11]1[CH:12]=[N:13][N:14]([C:15]2[CH:20]=[C:19]([C:21]#[N:22])[CH:18]=[CH:17][N:16]=2)[C:10]=1[O:9][CH2:8][C:5]1[CH:6]=[CH:7][C:2]([F:1])=[CH:3][CH:4]=1)(=[O:36])=[O:35]. (4) The reactants are [C:1]([O:5][C:6](=[O:20])[N:7]([CH3:19])[C:8]1[S:12][C:11]([C:13]2[CH:14]=[N:15][CH:16]=[CH:17][CH:18]=2)=[N:10][CH:9]=1)([CH3:4])([CH3:3])[CH3:2].[Br:21]N1C(=O)CCC1=O. The catalyst is C(#N)C. The product is [C:1]([O:5][C:6](=[O:20])[N:7]([C:8]1[S:12][C:11]([C:13]2[CH:14]=[N:15][CH:16]=[CH:17][CH:18]=2)=[N:10][C:9]=1[Br:21])[CH3:19])([CH3:4])([CH3:3])[CH3:2]. The yield is 0.640. (5) The reactants are [ClH:1].C(OC([N:9]1[CH2:14][CH2:13][CH:12]([S:15]([C:18]2[CH:23]=[CH:22][C:21]([C:24]#[N:25])=[CH:20][CH:19]=2)(=[O:17])=[O:16])[CH2:11][CH2:10]1)=O)(C)(C)C. The catalyst is O1CCOCC1. The product is [ClH:1].[NH:9]1[CH2:10][CH2:11][CH:12]([S:15]([C:18]2[CH:23]=[CH:22][C:21]([C:24]#[N:25])=[CH:20][CH:19]=2)(=[O:17])=[O:16])[CH2:13][CH2:14]1. The yield is 0.780. (6) The reactants are [NH2:1][C:2]1[C:7]([F:8])=[C:6](F)[N:5]=[C:4]([C:10]#N)[C:3]=1[Cl:12].[BrH:13].S(=O)(=O)(O)[OH:15].[C:19](=O)([O-])[O-:20].[Na+].[Na+]. The catalyst is C(O)(=O)C.CCOCC.CO. The product is [NH2:1][C:2]1[C:7]([F:8])=[C:6]([Br:13])[N:5]=[C:4]([C:10]([O:20][CH3:19])=[O:15])[C:3]=1[Cl:12]. The yield is 0.750. (7) The reactants are [Br:1][C:2]1[CH:30]=[CH:29][C:5]([CH2:6][CH:7]2[C:11](=[O:12])[O:10][C@H:9]([C@@H:13]([NH:21][C:22](=[O:28])[O:23][C:24]([CH3:27])([CH3:26])[CH3:25])[CH2:14][C:15]3[CH:20]=[CH:19][CH:18]=[CH:17][CH:16]=3)[CH2:8]2)=[CH:4][CH:3]=1.[OH-:31].[Na+].Cl.N1C=CN=C1.[Si:39](Cl)([C:42]([CH3:45])([CH3:44])[CH3:43])([CH3:41])[CH3:40]. The catalyst is O1CCOCC1. The product is [Br:1][C:2]1[CH:30]=[CH:29][C:5]([CH2:6][CH:7]([CH2:8][C@H:9]([O:31][Si:39]([C:42]([CH3:45])([CH3:44])[CH3:43])([CH3:41])[CH3:40])[C@@H:13]([NH:21][C:22]([O:23][C:24]([CH3:26])([CH3:25])[CH3:27])=[O:28])[CH2:14][C:15]2[CH:20]=[CH:19][CH:18]=[CH:17][CH:16]=2)[C:11]([OH:10])=[O:12])=[CH:4][CH:3]=1. The yield is 0.600. (8) The reactants are Cl.[F:2][C:3]1([F:7])[CH2:6][NH:5][CH2:4]1.CCN(C(C)C)C(C)C.CN(C(ON1N=NC2C=CC=NC1=2)=[N+](C)C)C.F[P-](F)(F)(F)(F)F.[Br:41][C:42]1[CH:43]=[CH:44][C:45]2[C:51]3[S:52][C:53]([C:55]([N:57]([C:59]4[CH:60]=[C:61]([CH:65]=[CH:66][C:67]=4[Cl:68])[C:62](O)=[O:63])[CH3:58])=[O:56])=[CH:54][C:50]=3[CH2:49][CH2:48][O:47][C:46]=2[CH:69]=1. The catalyst is C1COCC1.O. The product is [Br:41][C:42]1[CH:43]=[CH:44][C:45]2[C:51]3[S:52][C:53]([C:55]([N:57]([C:59]4[CH:60]=[C:61]([C:62]([N:5]5[CH2:6][C:3]([F:7])([F:2])[CH2:4]5)=[O:63])[CH:65]=[CH:66][C:67]=4[Cl:68])[CH3:58])=[O:56])=[CH:54][C:50]=3[CH2:49][CH2:48][O:47][C:46]=2[CH:69]=1. The yield is 0.930.